From a dataset of Full USPTO retrosynthesis dataset with 1.9M reactions from patents (1976-2016). Predict the reactants needed to synthesize the given product. (1) Given the product [Br:11][CH2:9][C:7]1[CH:6]=[CH:5][CH:4]=[C:3]([O:2][CH3:1])[N:8]=1, predict the reactants needed to synthesize it. The reactants are: [CH3:1][O:2][C:3]1[N:8]=[C:7]([CH2:9]O)[CH:6]=[CH:5][CH:4]=1.[Br:11]C(Br)(Br)Br.C1(P(C2C=CC=CC=2)C2C=CC=CC=2)C=CC=CC=1. (2) Given the product [Cl:22][C:23]1[C:24]([CH3:33])=[C:25]([S:29]([N:11]2[CH2:12][CH2:13][CH2:14][C@H:9]([C:7]([N:6]([CH2:5][CH:2]3[CH2:3][CH2:4]3)[C@H:15]3[CH2:16][CH2:17][C@H:18]([OH:21])[CH2:19][CH2:20]3)=[O:8])[CH2:10]2)(=[O:31])=[O:30])[CH:26]=[CH:27][CH:28]=1, predict the reactants needed to synthesize it. The reactants are: Cl.[CH:2]1([CH2:5][N:6]([C@H:15]2[CH2:20][CH2:19][C@H:18]([OH:21])[CH2:17][CH2:16]2)[C:7]([C@H:9]2[CH2:14][CH2:13][CH2:12][NH:11][CH2:10]2)=[O:8])[CH2:4][CH2:3]1.[Cl:22][C:23]1[C:24]([CH3:33])=[C:25]([S:29](Cl)(=[O:31])=[O:30])[CH:26]=[CH:27][CH:28]=1.C(N(CC)CC)C. (3) Given the product [N:58]1([C:18](=[O:20])/[CH:17]=[CH:16]/[C@@H:15]([NH:14][C:12]([C@@H:9]2[CH2:10][CH2:11][N:8]2[C:6]([O:5][C:2]([CH3:1])([CH3:3])[CH3:4])=[O:7])=[O:13])[CH2:21][CH:22]([CH3:24])[CH3:23])[C:66]2[C:61](=[CH:62][CH:63]=[CH:64][CH:65]=2)[CH2:60][CH2:59]1, predict the reactants needed to synthesize it. The reactants are: [CH3:1][C:2]([O:5][C:6]([N:8]1[CH2:11][CH2:10][C@H:9]1[C:12]([NH:14][C@@H:15]([CH2:21][CH:22]([CH3:24])[CH3:23])/[CH:16]=[CH:17]/[C:18]([OH:20])=O)=[O:13])=[O:7])([CH3:4])[CH3:3].CN(C(ON1N=NC2C=CC=NC1=2)=[N+](C)C)C.F[P-](F)(F)(F)(F)F.CCN(C(C)C)C(C)C.[NH:58]1[C:66]2[C:61](=[CH:62][CH:63]=[CH:64][CH:65]=2)[CH2:60][CH2:59]1. (4) Given the product [C:29]1([C:33]2[CH:34]=[CH:35][CH:36]=[CH:37][CH:38]=2)[CH:30]=[CH:31][CH:32]=[C:27]([N:14]([CH2:13][C@@H:9]2[CH2:10][CH2:11][CH2:12][NH:8]2)[C:15](=[O:26])[C:16]2[CH:21]=[CH:20][C:19]([O:22][CH:40]([F:44])[F:45])=[C:18]([O:24][CH3:25])[CH:17]=2)[CH:28]=1, predict the reactants needed to synthesize it. The reactants are: C(OC([N:8]1[CH2:12][CH2:11][CH2:10][C@H:9]1[CH2:13][N:14]([C:27]1[CH:28]=[C:29]([C:33]2[CH:38]=[CH:37][CH:36]=[CH:35][CH:34]=2)[CH:30]=[CH:31][CH:32]=1)[C:15](=[O:26])[C:16]1[CH:21]=[CH:20][C:19]([O:22]C)=[C:18]([O:24][CH3:25])[CH:17]=1)=O)(C)(C)C.F[C:40]([F:45])([F:44])C(O)=O.ClCCl.